The task is: Predict the reactants needed to synthesize the given product.. This data is from Retrosynthesis with 50K atom-mapped reactions and 10 reaction types from USPTO. (1) Given the product CCCCCCNc1nc(Cl)nc2c1ncn2C1CCCC1, predict the reactants needed to synthesize it. The reactants are: CCCCCCN.Clc1nc(Cl)c2ncn(C3CCCC3)c2n1. (2) Given the product OCC12CCN(CC1)CC2, predict the reactants needed to synthesize it. The reactants are: O=C(O)C12CCN(CC1)CC2.